This data is from Forward reaction prediction with 1.9M reactions from USPTO patents (1976-2016). The task is: Predict the product of the given reaction. (1) Given the reactants [CH3:1][O:2][C:3]1[CH:8]=[CH:7][C:6]([C:9]2[C:10]([C:15]([OH:17])=O)=[CH:11][CH:12]=[CH:13][CH:14]=2)=[CH:5][CH:4]=1.[Br:18][C:19]1[CH:20]=[N:21][C:22]([NH:25][C@@H:26]2[CH2:31][CH2:30][CH2:29][NH:28][CH2:27]2)=[N:23][CH:24]=1, predict the reaction product. The product is: [Br:18][C:19]1[CH:20]=[N:21][C:22]([NH:25][C@@H:26]2[CH2:31][CH2:30][CH2:29][N:28]([C:15]([C:10]3[CH:11]=[CH:12][CH:13]=[CH:14][C:9]=3[C:6]3[CH:5]=[CH:4][C:3]([O:2][CH3:1])=[CH:8][CH:7]=3)=[O:17])[CH2:27]2)=[N:23][CH:24]=1. (2) Given the reactants [C:1]1(=[O:10])[C:9]2[C:4](=[CH:5][CH:6]=[CH:7][CH:8]=2)[CH2:3][CH2:2]1.[Li+].CC([N-]C(C)C)C.Cl[CH2:20][C:21](=[O:23])[CH3:22], predict the reaction product. The product is: [O:23]=[C:21]([CH3:22])[CH2:20][CH:2]1[CH2:3][C:4]2[C:9](=[CH:8][CH:7]=[CH:6][CH:5]=2)[C:1]1=[O:10]. (3) Given the reactants O1CCOCC1.Cl[C:8]1[CH:9]=[C:10]2[C:15](=[CH:16][C:17]=1[O:18][CH3:19])[N:14]=[C:13]([C:20]#[N:21])[CH:12]=[CH:11]2.[B:22]1([B:22]2[O:26][C:25]([CH3:28])([CH3:27])[C:24]([CH3:30])([CH3:29])[O:23]2)[O:26][C:25]([CH3:28])([CH3:27])[C:24]([CH3:30])([CH3:29])[O:23]1.C([O-])(=O)C.[K+], predict the reaction product. The product is: [CH3:19][O:18][C:17]1[CH:16]=[C:15]2[C:10]([CH:11]=[CH:12][C:13]([C:20]#[N:21])=[N:14]2)=[CH:9][C:8]=1[B:22]1[O:26][C:25]([CH3:28])([CH3:27])[C:24]([CH3:30])([CH3:29])[O:23]1. (4) Given the reactants [Cl:1][CH2:2][CH2:3][CH2:4][CH2:5][CH2:6][CH2:7][O:8][CH2:9][CH2:10][O:11][CH2:12][CH2:13][NH:14]C(=O)OC(C)(C)C.[F:22][C:23]([F:28])([F:27])[C:24]([OH:26])=[O:25].ClCCl.CO, predict the reaction product. The product is: [F:22][C:23]([F:28])([F:27])[C:24]([O-:26])=[O:25].[Cl:1][CH2:2][CH2:3][CH2:4][CH2:5][CH2:6][CH2:7][O:8][CH2:9][CH2:10][O:11][CH2:12][CH2:13][NH3+:14]. (5) Given the reactants [OH:1][C:2]1[CH:15]=[CH:14][C:5]([O:6][CH:7]([CH2:12][CH3:13])[C:8]([NH:10][CH3:11])=[O:9])=[CH:4][CH:3]=1.[F:16][C:17]1[CH:18]=[C:19]([CH:22]=[CH:23][CH:24]=1)[CH2:20]Br.C(=O)([O-])[O-].[K+].[K+], predict the reaction product. The product is: [F:16][C:17]1[CH:18]=[C:19]([CH:22]=[CH:23][CH:24]=1)[CH2:20][O:1][C:2]1[CH:3]=[CH:4][C:5]([O:6][CH:7]([CH2:12][CH3:13])[C:8]([NH:10][CH3:11])=[O:9])=[CH:14][CH:15]=1.